This data is from Peptide-MHC class I binding affinity with 185,985 pairs from IEDB/IMGT. The task is: Regression. Given a peptide amino acid sequence and an MHC pseudo amino acid sequence, predict their binding affinity value. This is MHC class I binding data. (1) The peptide sequence is STMPLSWMY. The MHC is HLA-B40:01 with pseudo-sequence HLA-B40:01. The binding affinity (normalized) is 0.0847. (2) The peptide sequence is AMMARDTAE. The MHC is HLA-B07:02 with pseudo-sequence HLA-B07:02. The binding affinity (normalized) is 0.622.